From a dataset of Ames mutagenicity test results for genotoxicity prediction. Regression/Classification. Given a drug SMILES string, predict its toxicity properties. Task type varies by dataset: regression for continuous values (e.g., LD50, hERG inhibition percentage) or binary classification for toxic/non-toxic outcomes (e.g., AMES mutagenicity, cardiotoxicity, hepatotoxicity). Dataset: ames. (1) The compound is c1ccc2c(c1)-c1c(ccc3ccccc13)[C@@H]1N[C@H]21. The result is 1 (mutagenic). (2) The molecule is CN(C)[N+](=O)[O-]. The result is 1 (mutagenic). (3) The compound is CCOC(=O)CNC(=O)C(C)(C)Br. The result is 0 (non-mutagenic). (4) The drug is Cc1cc(C)cc(C)c1. The result is 0 (non-mutagenic). (5) The result is 1 (mutagenic). The drug is CC1OCC(=O)C(=O)C1O. (6) The drug is COc1nncc2ncccc12. The result is 0 (non-mutagenic). (7) The molecule is CC(=O)CC(C)(C)O. The result is 0 (non-mutagenic). (8) The compound is CNC(C)C(O)c1ccccc1. The result is 0 (non-mutagenic).